This data is from Forward reaction prediction with 1.9M reactions from USPTO patents (1976-2016). The task is: Predict the product of the given reaction. Given the reactants [Cl:1][C:2]1[CH:7]=[CH:6][CH:5]=[CH:4][C:3]=1[C:8]1[O:9][C:10]2[C:15]([C:16](=[O:18])[CH:17]=1)=[C:14]([O:19][CH3:20])[CH:13]=[C:12]([O:21][CH3:22])[C:11]=2[C@@H:23]1[CH2:27][CH2:26][N:25]([C:28]2[CH:33]=[CH:32][C:31]([O:34][CH3:35])=[CH:30][CH:29]=2)[C@H:24]1[CH2:36][O:37]C(=O)C.[OH-].[Na+], predict the reaction product. The product is: [Cl:1][C:2]1[CH:7]=[CH:6][CH:5]=[CH:4][C:3]=1[C:8]1[O:9][C:10]2[C:15]([C:16](=[O:18])[CH:17]=1)=[C:14]([O:19][CH3:20])[CH:13]=[C:12]([O:21][CH3:22])[C:11]=2[C@@H:23]1[CH2:27][CH2:26][N:25]([C:28]2[CH:29]=[CH:30][C:31]([O:34][CH3:35])=[CH:32][CH:33]=2)[C@H:24]1[CH2:36][OH:37].